Dataset: Full USPTO retrosynthesis dataset with 1.9M reactions from patents (1976-2016). Task: Predict the reactants needed to synthesize the given product. Given the product [ClH:25].[Cl:25][C:22]1[CH:23]=[CH:24][C:19]([C:17]([CH:14]2[CH2:15][CH2:16][N:11]([CH2:10][CH2:9][NH:8][C:38](=[O:39])[C:37]3[CH:41]=[CH:42][CH:43]=[C:35]([O:34][CH3:33])[CH:36]=3)[CH2:12][CH2:13]2)=[O:18])=[CH:20][CH:21]=1, predict the reactants needed to synthesize it. The reactants are: FC(F)(F)C(O)=O.[NH2:8][CH2:9][CH2:10][N:11]1[CH2:16][CH2:15][CH:14]([C:17]([C:19]2[CH:24]=[CH:23][C:22]([Cl:25])=[CH:21][CH:20]=2)=[O:18])[CH2:13][CH2:12]1.C(N(CC)CC)C.[CH3:33][O:34][C:35]1[CH:36]=[C:37]([CH:41]=[CH:42][CH:43]=1)[C:38](Cl)=[O:39].Cl.